This data is from Full USPTO retrosynthesis dataset with 1.9M reactions from patents (1976-2016). The task is: Predict the reactants needed to synthesize the given product. (1) Given the product [F:1][C:2]1[C:7]([O:8][CH3:9])=[C:6]([C:24]#[N:25])[CH:5]=[CH:4][N:3]=1, predict the reactants needed to synthesize it. The reactants are: [F:1][C:2]1[C:7]([O:8][CH3:9])=[C:6](I)[CH:5]=[CH:4][N:3]=1.C([Sn]([C:24]#[N:25])(CCCC)CCCC)CCC.N#N.[F-].[K+]. (2) Given the product [OH:16][C:6]1[C:5]([OH:4])=[CH:10][C:9]([C:11]#[N:12])=[C:8]([C:22]2[N:21]([CH3:20])[CH:25]=[CH:24][CH:23]=2)[C:7]=1[C:14]#[N:15], predict the reactants needed to synthesize it. The reactants are: C([O:4][C:5]1[CH:10]=[C:9]([C:11]#[N:12])[C:8](Br)=[C:7]([C:14]#[N:15])[C:6]=1[O:16]C(=O)C)(=O)C.[CH3:20][N:21]1[CH:25]=[CH:24][CH:23]=[C:22]1[Sn](CCCC)(CCCC)CCCC. (3) Given the product [C:26]([O:25][C:23](=[O:24])[NH:30][CH:31]([CH:35]=[O:36])[CH:32]([CH3:33])[CH3:34])([CH3:27])([CH3:29])[CH3:28], predict the reactants needed to synthesize it. The reactants are: CC(OI1(OC(C)=O)(OC(C)=O)OC(=O)C2C=CC=CC1=2)=O.[C:23]([NH:30][C@H:31]([CH2:35][OH:36])[CH:32]([CH3:34])[CH3:33])([O:25][C:26]([CH3:29])([CH3:28])[CH3:27])=[O:24].C(=O)(O)[O-].[Na+].S([O-])([O-])(=O)=S.[Na+].[Na+]. (4) The reactants are: Br[CH2:2][C:3]1[N:8]([C:9]2[CH:14]=[CH:13][CH:12]=[C:11]([C:15]([F:18])([F:17])[F:16])[CH:10]=2)[C:7](=[O:19])[C:6]([C:20]([OH:22])=[O:21])=[CH:5][CH:4]=1.[CH3:23][O-:24].[Na+]. Given the product [CH3:23][O:24][CH2:2][C:3]1[N:8]([C:9]2[CH:14]=[CH:13][CH:12]=[C:11]([C:15]([F:18])([F:17])[F:16])[CH:10]=2)[C:7](=[O:19])[C:6]([C:20]([OH:22])=[O:21])=[CH:5][CH:4]=1, predict the reactants needed to synthesize it. (5) Given the product [C:1]12([NH:11][CH2:12][C:14]3[CH:24]=[CH:23][C:17]([O:18][CH2:19][C:20]([NH2:22])=[O:21])=[CH:16][CH:15]=3)[CH2:8][CH:7]3[CH2:6][CH:5]([CH2:4][CH:3]([CH2:9]3)[CH2:2]1)[CH2:10]2, predict the reactants needed to synthesize it. The reactants are: [C:1]12([NH2:11])[CH2:10][CH:5]3[CH2:6][CH:7]([CH2:9][CH:3]([CH2:4]3)[CH2:2]1)[CH2:8]2.[CH:12]([C:14]1[CH:24]=[CH:23][C:17]([O:18][CH2:19][C:20]([NH2:22])=[O:21])=[CH:16][CH:15]=1)=O.